From a dataset of Forward reaction prediction with 1.9M reactions from USPTO patents (1976-2016). Predict the product of the given reaction. (1) Given the reactants [C:1]([O:5][C:6]([C@:8]1([CH2:21][CH:22]([CH3:24])[CH3:23])[CH2:12][C@H:11]([C:13]([NH2:15])=[O:14])[C@H:10]([C:16]2[S:17][CH:18]=[CH:19][N:20]=2)[NH:9]1)=[O:7])([CH3:4])([CH3:3])[CH3:2].S1C=CN=C1C=N[CH:32]([CH2:40]C1C=CC=CC=1)[C:33](OC(C)(C)C)=O, predict the reaction product. The product is: [CH2:21]([C@@:8]1([C:6]([O:5][C:1]([CH3:4])([CH3:3])[CH3:2])=[O:7])[CH2:12][C@H:11]([C:13]([NH2:15])=[O:14])[C@H:10]([C:16]2[S:17][CH:18]=[CH:19][N:20]=2)[NH:9]1)[C:22]1[CH:24]=[CH:40][CH:32]=[CH:33][CH:23]=1. (2) Given the reactants C(O)(C(F)(F)F)=O.[CH2:8]([O:10][C:11](=[O:34])[C:12]1[CH:17]=[CH:16][C:15]([O:18][CH2:19][CH2:20][CH:21]2[CH2:26][CH2:25][N:24](C(OC(C)(C)C)=O)[CH2:23][CH2:22]2)=[CH:14][CH:13]=1)[CH3:9], predict the reaction product. The product is: [NH:24]1[CH2:23][CH2:22][CH:21]([CH2:20][CH2:19][O:18][C:15]2[CH:14]=[CH:13][C:12]([C:11]([O:10][CH2:8][CH3:9])=[O:34])=[CH:17][CH:16]=2)[CH2:26][CH2:25]1. (3) Given the reactants [Br:1][C:2]1[C:7]([C:8]([OH:10])=[O:9])=[CH:6][N:5]=[CH:4][C:3]=1[Br:11].C(N1C=CN=C1)(N1[CH:18]=[CH:17]N=C1)=O.C(O)C, predict the reaction product. The product is: [CH2:17]([O:9][C:8](=[O:10])[C:7]1[C:2]([Br:1])=[C:3]([Br:11])[CH:4]=[N:5][CH:6]=1)[CH3:18].